Dataset: Catalyst prediction with 721,799 reactions and 888 catalyst types from USPTO. Task: Predict which catalyst facilitates the given reaction. (1) Reactant: [NH2:1][C:2]1[CH:7]=[CH:6][C:5]([C:8]2[N:9]=[C:10]([NH2:17])[C:11]3[N:12]([CH:14]=[CH:15][N:16]=3)[CH:13]=2)=[CH:4][CH:3]=1.[C:18]1([N:24]=[C:25]=[O:26])[CH:23]=[CH:22][CH:21]=[CH:20][CH:19]=1.CN1CCOCC1. Product: [NH2:17][C:10]1[C:11]2[N:12]([CH:14]=[CH:15][N:16]=2)[CH:13]=[C:8]([C:5]2[CH:4]=[CH:3][C:2]([NH:1][C:25]([NH:24][C:18]3[CH:23]=[CH:22][CH:21]=[CH:20][CH:19]=3)=[O:26])=[CH:7][CH:6]=2)[N:9]=1. The catalyst class is: 11. (2) Reactant: [F:1][C:2]1[CH:7]=[C:6]([I:8])[CH:5]=[CH:4][C:3]=1[NH:9][C:10]1[C:15]2[CH:16]=[N:17][S:18][C:14]=2[CH:13]=[CH:12][C:11]=1[C:19]([OH:21])=O.C(N(C(C)C)CC)(C)C.C1C=CC2N(O)N=NC=2C=1.[NH2:41][O:42][CH2:43][C@@H:44]([OH:46])[CH3:45].CCN=C=NCCCN(C)C. Product: [OH:46][C@@H:44]([CH3:45])[CH2:43][O:42][NH:41][C:19]([C:11]1[CH:12]=[CH:13][C:14]2[S:18][N:17]=[CH:16][C:15]=2[C:10]=1[NH:9][C:3]1[CH:4]=[CH:5][C:6]([I:8])=[CH:7][C:2]=1[F:1])=[O:21]. The catalyst class is: 39. (3) Reactant: [CH3:1][C:2]1[N:6]([C:7]2[CH:12]=[CH:11][CH:10]=[CH:9][CH:8]=2)[N:5]=[CH:4][C:3]=1[C:13]([NH:15][C:16]1[CH:21]=[CH:20][C:19]([C@@H:22]2[O:27][CH2:26][CH2:25][N:24](C(OC(C)(C)C)=O)[CH2:23]2)=[CH:18][CH:17]=1)=[O:14].[ClH:35].O1CCOCC1. Product: [ClH:35].[CH3:1][C:2]1[N:6]([C:7]2[CH:8]=[CH:9][CH:10]=[CH:11][CH:12]=2)[N:5]=[CH:4][C:3]=1[C:13]([NH:15][C:16]1[CH:21]=[CH:20][C:19]([C@@H:22]2[O:27][CH2:26][CH2:25][NH:24][CH2:23]2)=[CH:18][CH:17]=1)=[O:14]. The catalyst class is: 7. (4) Reactant: [NH2:1][C@H:2]([C:5]1[N:6]([C:17]2[CH:22]=[CH:21][CH:20]=[CH:19][CH:18]=2)[C:7](=[O:16])[C:8]2[C:13]([CH:14]=1)=[CH:12][CH:11]=[CH:10][C:9]=2[Cl:15])[CH2:3]C.Cl[C:24]1[N:29]=[CH:28][N:27]=[C:26]([NH2:30])[C:25]=1[C:31]1[O:35][N:34]=[C:33]([CH3:36])[N:32]=1.CCN(C(C)C)C(C)C. Product: [NH2:30][C:26]1[N:27]=[CH:28][N:29]=[C:24]([NH:1][C@H:2]([C:5]2[N:6]([C:17]3[CH:18]=[CH:19][CH:20]=[CH:21][CH:22]=3)[C:7](=[O:16])[C:8]3[C:13]([CH:14]=2)=[CH:12][CH:11]=[CH:10][C:9]=3[Cl:15])[CH3:3])[C:25]=1[C:31]1[O:35][N:34]=[C:33]([CH3:36])[N:32]=1. The catalyst class is: 114. (5) Reactant: [CH3:1]CN(CC)CC.[CH2:8]([O:15][N:16]1[C:22](=[O:23])[N:21]2[CH2:24][C@H:17]1[CH2:18][CH2:19][C@H:20]2[C:25]1[O:26][C:27]([N:30]2[CH2:35][CH2:34][NH:33][CH2:32][CH2:31]2)=[N:28][N:29]=1)[C:9]1[CH:14]=[CH:13][CH:12]=[CH:11][CH:10]=1.CI. Product: [CH2:8]([O:15][N:16]1[C:22](=[O:23])[N:21]2[CH2:24][C@H:17]1[CH2:18][CH2:19][C@H:20]2[C:25]1[O:26][C:27]([N:30]2[CH2:35][CH2:34][N:33]([CH3:1])[CH2:32][CH2:31]2)=[N:28][N:29]=1)[C:9]1[CH:10]=[CH:11][CH:12]=[CH:13][CH:14]=1. The catalyst class is: 3.